This data is from Full USPTO retrosynthesis dataset with 1.9M reactions from patents (1976-2016). The task is: Predict the reactants needed to synthesize the given product. (1) Given the product [C:35]([O:34][C:32](=[O:33])[N:10]([N:7]1[CH2:8][CH2:9][N:4]([CH2:3][CH2:2][O:1][CH3:25])[CH2:5][CH2:6]1)[C:11]([C:13]1[CH:14]=[N:15][C:16]([C:19]2[CH:24]=[CH:23][CH:22]=[CH:21][CH:20]=2)=[N:17][CH:18]=1)=[O:12])([CH3:38])([CH3:37])[CH3:36], predict the reactants needed to synthesize it. The reactants are: [OH:1][CH2:2][CH2:3][N:4]1[CH2:9][CH2:8][N:7]([NH:10][C:11]([C:13]2[CH:14]=[N:15][C:16]([C:19]3[CH:24]=[CH:23][CH:22]=[CH:21][CH:20]=3)=[N:17][CH:18]=2)=[O:12])[CH2:6][CH2:5]1.[CH3:25]CN(CC)CC.[C:32](O[C:32]([O:34][C:35]([CH3:38])([CH3:37])[CH3:36])=[O:33])([O:34][C:35]([CH3:38])([CH3:37])[CH3:36])=[O:33]. (2) The reactants are: CS([N:5]1[C:9]([CH3:10])=[CH:8][C:7]([NH:11][C:12]2[N:13]=[C:14]([CH2:24]OS(C)(=O)=O)[C:15]3[C:20]([CH:21]=2)=[CH:19][C:18]([O:22][CH3:23])=[CH:17][CH:16]=3)=[N:6]1)(=O)=O.[NH:30]1[CH:34]=[CH:33][N:32]=[CH:31]1. Given the product [N:30]1([CH2:24][C:14]2[C:15]3[C:20](=[CH:19][C:18]([O:22][CH3:23])=[CH:17][CH:16]=3)[CH:21]=[C:12]([NH:11][C:7]3[CH:8]=[C:9]([CH3:10])[NH:5][N:6]=3)[N:13]=2)[CH:34]=[CH:33][N:32]=[CH:31]1, predict the reactants needed to synthesize it. (3) The reactants are: C([O:8][C:9]1[CH:14]=[CH:13][C:12]([CH2:15][CH:16]([CH2:22][CH2:23][CH3:24])[C:17]([O:19][CH2:20][CH3:21])=[O:18])=[CH:11][CH:10]=1)C1C=CC=CC=1. Given the product [OH:8][C:9]1[CH:10]=[CH:11][C:12]([CH2:15][CH:16]([CH2:22][CH2:23][CH3:24])[C:17]([O:19][CH2:20][CH3:21])=[O:18])=[CH:13][CH:14]=1, predict the reactants needed to synthesize it. (4) Given the product [C:1]1([PH:7](=[O:8])[OH:9])[CH:6]=[CH:5][CH:4]=[CH:3][CH:2]=1.[N:10]1[C:17]([NH2:18])=[N:16][C:14]([NH2:15])=[N:13][C:11]=1[NH2:12], predict the reactants needed to synthesize it. The reactants are: [C:1]1([PH:7](=[O:9])[OH:8])[CH:6]=[CH:5][CH:4]=[CH:3][CH:2]=1.[N:10]1[C:17]([NH2:18])=[N:16][C:14]([NH2:15])=[N:13][C:11]=1[NH2:12]. (5) Given the product [C:2]([N:6]1[C:7]2[N:8]=[C:9]([Cl:18])[N:10]=[CH:11][C:12]=2[CH:13]=[CH:14]1)([CH3:5])([CH3:4])[CH3:3], predict the reactants needed to synthesize it. The reactants are: Cl.[C:2]([NH:6][C:7]1[C:12](/[CH:13]=[CH:14]/OCC)=[CH:11][N:10]=[C:9]([Cl:18])[N:8]=1)([CH3:5])([CH3:4])[CH3:3]. (6) Given the product [Cl:60][C:58]1[CH:40]=[CH:39][C:38]([C:27]2[CH2:57][CH2:56][N:53]([C:4](=[O:6])[C@:3]([C@H:7]([C:18]3[CH:23]=[CH:22][CH:21]=[CH:20][C:19]=3[O:24][CH3:25])[C:8]3[C:17]4[C:12](=[CH:13][CH:14]=[CH:15][CH:16]=4)[CH:11]=[CH:10][CH:9]=3)([CH3:26])[C:1]#[N:2])[CH2:54][CH:55]=2)=[CH:37][C:36]=1[C:47]([F:48])([F:49])[F:50], predict the reactants needed to synthesize it. The reactants are: [C:1]([C@:3]([CH3:26])([C@H:7]([C:18]1[CH:23]=[CH:22][CH:21]=[CH:20][C:19]=1[O:24][CH3:25])[C:8]1[C:17]2[C:12](=[CH:13][CH:14]=[CH:15][CH:16]=2)[CH:11]=[CH:10][CH:9]=1)[C:4]([OH:6])=O)#[N:2].[C:27](Cl)(=O)C(Cl)=O.Cl.ClC1[CH:40]=[CH:39][C:38](N2CC=CCC2)=[CH:37][C:36]=1[C:47]([F:50])([F:49])[F:48].C([N:53]([CH2:56][CH3:57])[CH2:54][CH3:55])C.[CH2:58]([Cl:60])Cl.